Dataset: Reaction yield outcomes from USPTO patents with 853,638 reactions. Task: Predict the reaction yield, written as a fraction of the theoretical maximum amount of product (1.0 means a 100% yield; for example, 0.34 means a 34% yield). (1) No catalyst specified. The product is [NH2:6][C:7]1[C:12]([F:13])=[CH:11][N:10]=[C:9]([O:14][S:15]([C:18]2[CH:23]=[CH:22][CH:21]=[CH:20][CH:19]=2)(=[O:17])=[O:16])[N:8]=1. The reactants are Cl.CN(C=[N:6][C:7]1[C:12]([F:13])=[CH:11][N:10]=[C:9]([O:14][S:15]([C:18]2[CH:23]=[CH:22][CH:21]=[CH:20][CH:19]=2)(=[O:17])=[O:16])[N:8]=1)C. The yield is 0.790. (2) The product is [Cl:54][C:51]1[CH:50]=[CH:49][C:48]([C:45]2([C:31]3[C:30]([OH:37])=[C:8]([C:23]([OH:25])=[O:24])[C:29]4[C:33](=[CH:34][CH:35]=[C:27]([F:26])[CH:28]=4)[N:32]=3)[CH2:46][CH2:47]2)=[CH:53][CH:52]=1. The yield is 0.280. The reactants are C(C1C=CC=C2C=1N=C(C1(C3C=CC=CC=3)CC1)C(O)=[C:8]2[C:23]([OH:25])=[O:24])C.[F:26][C:27]1[CH:28]=[C:29]2[C:33](=[CH:34][CH:35]=1)[NH:32][C:31](=O)[C:30]2=[O:37].C(OCC([C:45]1([C:48]2[CH:53]=[CH:52][C:51]([Cl:54])=[CH:50][CH:49]=2)[CH2:47][CH2:46]1)=O)(=O)C. No catalyst specified. (3) The reactants are [F:1][C:2]1[CH:3]=[CH:4][C:5]([N+:11]([O-:13])=[O:12])=[C:6]([CH:10]=1)[C:7](O)=[O:8].CO. The catalyst is C1COCC1. The product is [F:1][C:2]1[CH:3]=[CH:4][C:5]([N+:11]([O-:13])=[O:12])=[C:6]([CH2:7][OH:8])[CH:10]=1. The yield is 0.970. (4) The reactants are [Cl:1][C:2]1[CH:10]=[CH:9][CH:8]=[C:7]2[C:3]=1[C:4]([C:11]([NH:13][CH2:14][CH:15]1[CH2:20][CH2:19][C:18]([F:22])([F:21])[CH2:17][CH2:16]1)=[O:12])=[CH:5][NH:6]2.I[CH2:24][CH:25]1[CH2:30][O:29][CH2:28][CH2:27][O:26]1.C([O-])([O-])=O.[Cs+].[Cs+]. The catalyst is CN(C=O)C.CCOC(C)=O. The product is [O:26]1[CH2:27][CH2:28][O:29][CH2:30][CH:25]1[CH2:24][N:6]1[C:7]2[C:3](=[C:2]([Cl:1])[CH:10]=[CH:9][CH:8]=2)[C:4]([C:11]([NH:13][CH2:14][CH:15]2[CH2:20][CH2:19][C:18]([F:21])([F:22])[CH2:17][CH2:16]2)=[O:12])=[CH:5]1. The yield is 0.400.